Dataset: Catalyst prediction with 721,799 reactions and 888 catalyst types from USPTO. Task: Predict which catalyst facilitates the given reaction. (1) Reactant: C(OC(OCC)C1C=C(C2C(C3C=CC=CC=3)C(=O)C3C(C(OC)=O)=CC=CC=3N2)C=CC=1)C.[CH2:35]([O:37][CH:38]([O:67][CH2:68][CH3:69])[C:39]1[CH:40]=[C:41]([CH:45]2[CH:54]([C:55]3[CH:60]=[CH:59][CH:58]=[CH:57][CH:56]=3)[C:53](=O)[C:52]3[C:51]([C:62]([O:64]CC)=O)=[CH:50][CH:49]=[CH:48][C:47]=3[NH:46]2)[CH:42]=[CH:43][CH:44]=1)[CH3:36].O.[NH2:71][NH2:72]. Product: [CH2:68]([O:67][CH:38]([O:37][CH2:35][CH3:36])[C:39]1[CH:40]=[C:41]([CH:45]2[NH:46][C:47]3[C:52]4[C:53](=[N:71][NH:72][C:62](=[O:64])[C:51]=4[CH:50]=[CH:49][CH:48]=3)[CH:54]2[C:55]2[CH:56]=[CH:57][CH:58]=[CH:59][CH:60]=2)[CH:42]=[CH:43][CH:44]=1)[CH3:69]. The catalyst class is: 5. (2) Reactant: [OH-].[Na+].C([O:5][C:6](=[O:32])[CH2:7][N:8]([CH2:16][CH2:17][CH2:18][O:19][C:20]1[CH:21]=[C:22]2[C:27](=[CH:28][CH:29]=1)[N:26]([CH3:30])[C:25](=[O:31])[CH:24]=[CH:23]2)[CH2:9][C:10]1[CH:15]=[CH:14][N:13]=[CH:12][CH:11]=1)C.Cl. Product: [CH3:30][N:26]1[C:27]2[C:22](=[CH:21][C:20]([O:19][CH2:18][CH2:17][CH2:16][N:8]([CH2:7][C:6]([OH:32])=[O:5])[CH2:9][C:10]3[CH:15]=[CH:14][N:13]=[CH:12][CH:11]=3)=[CH:29][CH:28]=2)[CH:23]=[CH:24][C:25]1=[O:31]. The catalyst class is: 5. (3) Reactant: [Br:1][C:2]1[CH:3]=[CH:4][C:5]([O:16][CH2:17][C:18]2[CH:23]=[CH:22][C:21]([Cl:24])=[CH:20][CH:19]=2)=[C:6]([CH2:8][N:9]2[CH2:14][CH2:13][C:12](=[O:15])[CH2:11][CH2:10]2)[CH:7]=1.[Li+].[CH3:26]C([N-]C(C)C)C.CI. Product: [Br:1][C:2]1[CH:3]=[CH:4][C:5]([O:16][CH2:17][C:18]2[CH:19]=[CH:20][C:21]([Cl:24])=[CH:22][CH:23]=2)=[C:6]([CH2:8][N:9]2[CH2:14][CH2:13][C:12](=[O:15])[CH:11]([CH3:26])[CH2:10]2)[CH:7]=1. The catalyst class is: 1. (4) Product: [C:4]([C:5]1[CH:6]=[C:7]([NH:17][C:18](=[O:23])[C:19]([F:20])([F:22])[F:21])[CH:8]=[C:9]([S:11]([F:15])([F:13])([F:14])([F:12])[F:16])[CH:10]=1)(=[O:24])[CH3:26]. The catalyst class is: 375. Reactant: CON(C)[C:4](=[O:24])[C:5]1[CH:10]=[C:9]([S:11]([F:16])([F:15])([F:14])([F:13])[F:12])[CH:8]=[C:7]([NH:17][C:18](=[O:23])[C:19]([F:22])([F:21])[F:20])[CH:6]=1.[CH3:26][Si](C)(C)N[Si](C)(C)C.[Li].C[Mg]Br.Cl. (5) Reactant: [CH2:1]([O:3][C:4](=[O:21])[C:5]1[CH:10]=[CH:9][C:8]([NH:11][C:12]2[C:13](=[O:20])[N:14]([CH3:19])[CH:15]=[C:16](Br)[CH:17]=2)=[CH:7][CH:6]=1)[CH3:2].[C:22]([C:26]1[CH:50]=[CH:49][C:29]([C:30]([NH:32][C:33]2[CH:38]=[CH:37][CH:36]=[C:35](B3OC(C)(C)C(C)(C)O3)[C:34]=2[CH3:48])=[O:31])=[CH:28][CH:27]=1)([CH3:25])([CH3:24])[CH3:23].C(=O)([O-])[O-].[Na+].[Na+].COCCOC. Product: [CH2:1]([O:3][C:4](=[O:21])[C:5]1[CH:10]=[CH:9][C:8]([NH:11][C:12]2[C:13](=[O:20])[N:14]([CH3:19])[CH:15]=[C:16]([C:35]3[CH:36]=[CH:37][CH:38]=[C:33]([NH:32][C:30](=[O:31])[C:29]4[CH:28]=[CH:27][C:26]([C:22]([CH3:23])([CH3:24])[CH3:25])=[CH:50][CH:49]=4)[C:34]=3[CH3:48])[CH:17]=2)=[CH:7][CH:6]=1)[CH3:2]. The catalyst class is: 103. (6) Reactant: [CH3:1][C:2]1[CH:3]=[CH:4][N:5]2[C:10]=1[C:9](=[O:11])[N:8]([C:12]1[CH:17]=[CH:16][CH:15]=[CH:14][CH:13]=1)[C:7]([C@@H:18]([NH:20][C:21]1[C:22]3[C:29]([C:30](O)=O)=[CH:28][NH:27][C:23]=3[N:24]=[CH:25][N:26]=1)[CH3:19])=[N:6]2.[NH:33]([C:35](=[S:37])[NH2:36])[NH2:34].O(Cl)Cl.[P+5]. Product: [NH2:36][C:35]1[S:37][C:30]([C:29]2[C:22]3[C:21]([NH:20][C@H:18]([C:7]4[N:8]([C:12]5[CH:17]=[CH:16][CH:15]=[CH:14][CH:13]=5)[C:9](=[O:11])[C:10]5=[C:2]([CH3:1])[CH:3]=[CH:4][N:5]5[N:6]=4)[CH3:19])=[N:26][CH:25]=[N:24][C:23]=3[NH:27][CH:28]=2)=[N:34][N:33]=1. The catalyst class is: 12.